This data is from Forward reaction prediction with 1.9M reactions from USPTO patents (1976-2016). The task is: Predict the product of the given reaction. (1) Given the reactants [CH:1]1([N:7]2[CH2:11][C@@H:10]([C:12]3C=CC=CC=3)[N:9]([CH:18]3[CH2:23][CH2:22][NH:21][CH2:20][CH2:19]3)[C:8]2=[O:24])[CH2:6][CH2:5]C[CH2:3][CH2:2]1.[C:25](OC(=O)N[C@@H](CN)CC(C)C)(C)([CH3:27])[CH3:26].C([O:44]C(=O)N[C@H](C1C=CC=CC=1)CN)(C)(C)C.O1CCCCC1=O.C1(=O)CCCCC1, predict the reaction product. The product is: [CH2:12]([C@@H:10]1[CH2:11][N:7]([CH:1]2[CH2:6][CH2:5][O:44][CH2:3][CH2:2]2)[C:8](=[O:24])[N:9]1[CH:18]1[CH2:23][CH2:22][NH:21][CH2:20][CH2:19]1)[CH:25]([CH3:27])[CH3:26]. (2) Given the reactants [Cl:1][C:2]1[C:7]([C:8]([OH:10])=O)=[CH:6][N:5]=[CH:4][CH:3]=1.C(N1C=CN=C1)(N1C=CN=C1)=O.[NH:23]1[CH2:28][CH2:27][O:26][CH2:25][CH2:24]1, predict the reaction product. The product is: [Cl:1][C:2]1[CH:3]=[CH:4][N:5]=[CH:6][C:7]=1[C:8]([N:23]1[CH2:28][CH2:27][O:26][CH2:25][CH2:24]1)=[O:10].